From a dataset of NCI-60 drug combinations with 297,098 pairs across 59 cell lines. Regression. Given two drug SMILES strings and cell line genomic features, predict the synergy score measuring deviation from expected non-interaction effect. (1) Drug 1: CN1CCC(CC1)COC2=C(C=C3C(=C2)N=CN=C3NC4=C(C=C(C=C4)Br)F)OC. Drug 2: COC1=C2C(=CC3=C1OC=C3)C=CC(=O)O2. Cell line: HOP-62. Synergy scores: CSS=4.71, Synergy_ZIP=-0.708, Synergy_Bliss=-0.865, Synergy_Loewe=-1.06, Synergy_HSA=-1.36. (2) Drug 1: C1=NC2=C(N1)C(=S)N=CN2. Drug 2: CC1C(C(CC(O1)OC2CC(CC3=C2C(=C4C(=C3O)C(=O)C5=C(C4=O)C(=CC=C5)OC)O)(C(=O)CO)O)N)O.Cl. Cell line: A498. Synergy scores: CSS=51.1, Synergy_ZIP=-4.84, Synergy_Bliss=-5.54, Synergy_Loewe=-9.52, Synergy_HSA=-0.223. (3) Drug 1: CC1C(C(CC(O1)OC2CC(CC3=C2C(=C4C(=C3O)C(=O)C5=C(C4=O)C(=CC=C5)OC)O)(C(=O)CO)O)N)O.Cl. Drug 2: CC1C(C(CC(O1)OC2CC(CC3=C2C(=C4C(=C3O)C(=O)C5=C(C4=O)C(=CC=C5)OC)O)(C(=O)C)O)N)O.Cl. Cell line: HOP-92. Synergy scores: CSS=55.7, Synergy_ZIP=2.50, Synergy_Bliss=1.68, Synergy_Loewe=3.50, Synergy_HSA=4.04. (4) Drug 1: CC1=C(C=C(C=C1)NC2=NC=CC(=N2)N(C)C3=CC4=NN(C(=C4C=C3)C)C)S(=O)(=O)N.Cl. Drug 2: CNC(=O)C1=NC=CC(=C1)OC2=CC=C(C=C2)NC(=O)NC3=CC(=C(C=C3)Cl)C(F)(F)F. Cell line: MDA-MB-231. Synergy scores: CSS=53.1, Synergy_ZIP=3.04, Synergy_Bliss=2.81, Synergy_Loewe=1.34, Synergy_HSA=4.68. (5) Drug 1: CNC(=O)C1=CC=CC=C1SC2=CC3=C(C=C2)C(=NN3)C=CC4=CC=CC=N4. Drug 2: CC1=C(N=C(N=C1N)C(CC(=O)N)NCC(C(=O)N)N)C(=O)NC(C(C2=CN=CN2)OC3C(C(C(C(O3)CO)O)O)OC4C(C(C(C(O4)CO)O)OC(=O)N)O)C(=O)NC(C)C(C(C)C(=O)NC(C(C)O)C(=O)NCCC5=NC(=CS5)C6=NC(=CS6)C(=O)NCCC[S+](C)C)O. Cell line: NCI-H226. Synergy scores: CSS=7.07, Synergy_ZIP=-4.02, Synergy_Bliss=-4.73, Synergy_Loewe=-8.12, Synergy_HSA=-4.83.